This data is from NCI-60 drug combinations with 297,098 pairs across 59 cell lines. The task is: Regression. Given two drug SMILES strings and cell line genomic features, predict the synergy score measuring deviation from expected non-interaction effect. Drug 1: C1=CC(=CC=C1CC(C(=O)O)N)N(CCCl)CCCl.Cl. Drug 2: CC1=C(C=C(C=C1)NC(=O)C2=CC=C(C=C2)CN3CCN(CC3)C)NC4=NC=CC(=N4)C5=CN=CC=C5. Cell line: RXF 393. Synergy scores: CSS=8.36, Synergy_ZIP=-2.83, Synergy_Bliss=-0.861, Synergy_Loewe=-3.18, Synergy_HSA=-1.73.